This data is from Forward reaction prediction with 1.9M reactions from USPTO patents (1976-2016). The task is: Predict the product of the given reaction. (1) Given the reactants [O:1]1[CH:5]=[CH:4][CH:3]=[C:2]1[C:6]1[CH:35]=[CH:34][C:9]([C:10]([N:12]([CH2:16][C:17]2[CH:33]=[CH:32][CH:31]=[CH:30][C:18]=2[O:19][CH2:20][CH2:21][CH2:22][CH2:23][CH2:24][CH2:25][C:26]([O:28]C)=[O:27])[CH:13]([CH3:15])[CH3:14])=[O:11])=[CH:8][CH:7]=1.O.[OH-].[Li+], predict the reaction product. The product is: [O:1]1[CH:5]=[CH:4][CH:3]=[C:2]1[C:6]1[CH:7]=[CH:8][C:9]([C:10]([N:12]([CH2:16][C:17]2[CH:33]=[CH:32][CH:31]=[CH:30][C:18]=2[O:19][CH2:20][CH2:21][CH2:22][CH2:23][CH2:24][CH2:25][C:26]([OH:28])=[O:27])[CH:13]([CH3:15])[CH3:14])=[O:11])=[CH:34][CH:35]=1. (2) Given the reactants [Br:1][C:2]1[C:3]([CH:7]=[O:8])=[N:4][NH:5][CH:6]=1.[H-].[Na+].[CH3:11][Si:12]([CH3:19])([CH3:18])[CH2:13][CH2:14][O:15][CH2:16]Cl, predict the reaction product. The product is: [Br:1][C:2]1[C:3]([CH:7]=[O:8])=[N:4][N:5]([CH2:16][O:15][CH2:14][CH2:13][Si:12]([CH3:19])([CH3:18])[CH3:11])[CH:6]=1. (3) Given the reactants [C:1]([O:5][C:6]([N:8]1[CH2:13][CH2:12][CH:11]([OH:14])[CH2:10][CH2:9]1)=[O:7])([CH3:4])([CH3:3])[CH3:2].[F:15][C:16]([F:28])([F:27])[C:17]1[CH:22]=[C:21]([N+:23]([O-:25])=[O:24])[CH:20]=[CH:19][C:18]=1O.FC(F)(F)C1C=C([N+]([O-])=O)C=CC=1.C1(P(C2C=CC=CC=2)C2C=CC=CC=2)C=CC=CC=1, predict the reaction product. The product is: [C:1]([O:5][C:6]([N:8]1[CH2:13][CH2:12][CH:11]([O:14][C:18]2[CH:19]=[CH:20][C:21]([N+:23]([O-:25])=[O:24])=[CH:22][C:17]=2[C:16]([F:15])([F:27])[F:28])[CH2:10][CH2:9]1)=[O:7])([CH3:4])([CH3:2])[CH3:3]. (4) Given the reactants [C:1]([C:3]1[CH:12]=[CH:11][CH:10]=[C:9]2[C:4]=1[CH2:5][CH2:6][CH2:7][CH:8]2[CH2:13][NH:14][CH2:15][CH2:16][NH:17][C:18](=[O:24])[O:19][C:20]([CH3:23])([CH3:22])[CH3:21])#[N:2].CCN(CC)CC.[Cl:32][CH2:33][C:34](Cl)=[O:35], predict the reaction product. The product is: [Cl:32][CH2:33][C:34]([N:14]([CH2:13][CH:8]1[C:9]2[C:4](=[C:3]([C:1]#[N:2])[CH:12]=[CH:11][CH:10]=2)[CH2:5][CH2:6][CH2:7]1)[CH2:15][CH2:16][NH:17][C:18](=[O:24])[O:19][C:20]([CH3:21])([CH3:23])[CH3:22])=[O:35]. (5) Given the reactants [CH3:1][N:2]1[CH2:7][CH2:6][CH2:5][C@@H:4]([OH:8])[CH2:3]1.C[O:10][C:11](=O)[C:12]([OH:25])([C:19]1[CH:24]=[CH:23][CH:22]=[CH:21][CH:20]=1)[C:13]1[CH:18]=[CH:17][CH:16]=[CH:15][CH:14]=1.[Na], predict the reaction product. The product is: [CH3:1][N:2]1[CH2:7][CH2:6][CH2:5][C@@H:4]([O:8][C:11](=[O:10])[C:12]([OH:25])([C:19]2[CH:20]=[CH:21][CH:22]=[CH:23][CH:24]=2)[C:13]2[CH:18]=[CH:17][CH:16]=[CH:15][CH:14]=2)[CH2:3]1. (6) Given the reactants [Cl:1][C:2]1[CH:10]=[CH:9][C:8]([N+:11]([O-:13])=[O:12])=[CH:7][C:3]=1[C:4]([OH:6])=O.C(N1C=CN=C1)([N:16]1[CH:20]=[CH:19]N=C1)=O.C(N(CC)CC)C.C(N)C, predict the reaction product. The product is: [CH2:20]([NH:16][C:4](=[O:6])[C:3]1[CH:7]=[C:8]([N+:11]([O-:13])=[O:12])[CH:9]=[CH:10][C:2]=1[Cl:1])[CH3:19].